Dataset: Forward reaction prediction with 1.9M reactions from USPTO patents (1976-2016). Task: Predict the product of the given reaction. (1) Given the reactants [ClH:1].[CH3:2][C:3]1[CH:4]=[C:5]([CH:29]=[CH:30][C:31]=1[CH3:32])[O:6][C:7]1[CH:12]=[CH:11][C:10]([S:13]([CH2:16][C:17]2([C:26](O)=[O:27])[CH2:22][CH2:21][N:20]([CH2:23][C:24]#[CH:25])[CH2:19][CH2:18]2)(=[O:15])=[O:14])=[CH:9][CH:8]=1.C(N(CC)CC)C.[NH2:40][OH:41].C1CN([P+](Br)(N2CCCC2)N2CCCC2)CC1.F[P-](F)(F)(F)(F)F, predict the reaction product. The product is: [ClH:1].[OH:41][NH:40][C:26]([C:17]1([CH2:16][S:13]([C:10]2[CH:9]=[CH:8][C:7]([O:6][C:5]3[CH:29]=[CH:30][C:31]([CH3:32])=[C:3]([CH3:2])[CH:4]=3)=[CH:12][CH:11]=2)(=[O:14])=[O:15])[CH2:18][CH2:19][N:20]([CH2:23][C:24]#[CH:25])[CH2:21][CH2:22]1)=[O:27]. (2) The product is: [ClH:22].[F:19][C:2]1([F:1])[CH2:6][CH2:5][N:4]([CH2:7][CH2:8][O:9][C:10]2[CH:11]=[C:12]([CH:16]=[CH:17][CH:18]=2)[C:13]([NH:50][CH:47]2[CH2:46][CH2:45][N:44]([C:42]3[N:41]=[CH:40][NH:39][C:38]4=[N:37][CH:36]=[C:35]([CH3:34])[C:43]=34)[CH2:49][CH2:48]2)=[O:15])[CH2:3]1. Given the reactants [F:1][C:2]1([F:19])[CH2:6][CH2:5][N:4]([CH2:7][CH2:8][O:9][C:10]2[CH:11]=[C:12]([CH:16]=[CH:17][CH:18]=2)[C:13]([OH:15])=O)[CH2:3]1.C(Cl)C[Cl:22].C1C=CC2N(O)N=NC=2C=1.[CH3:34][C:35]1[C:43]2[C:38]([NH:39][CH:40]=[N:41][C:42]=2[N:44]2[CH2:49][CH2:48][CH:47]([NH2:50])[CH2:46][CH2:45]2)=[N:37][CH:36]=1.CCN(C(C)C)C(C)C, predict the reaction product. (3) The product is: [Cl:18][C:19]1[CH:24]=[CH:23][C:22]([C:2]2[N:3]=[C:4]([CH2:7][N:8]3[CH:12]=[C:11]([C:13]([O:15][CH2:16][CH3:17])=[O:14])[CH:10]=[N:9]3)[S:5][CH:6]=2)=[CH:21][C:20]=1[C:28]([F:29])([F:30])[F:31]. Given the reactants Br[C:2]1[N:3]=[C:4]([CH2:7][N:8]2[CH:12]=[C:11]([C:13]([O:15][CH2:16][CH3:17])=[O:14])[CH:10]=[N:9]2)[S:5][CH:6]=1.[Cl:18][C:19]1[CH:24]=[CH:23][C:22](B(O)O)=[CH:21][C:20]=1[C:28]([F:31])([F:30])[F:29].C(=O)([O-])[O-].[Na+].[Na+].O, predict the reaction product.